This data is from Merck oncology drug combination screen with 23,052 pairs across 39 cell lines. The task is: Regression. Given two drug SMILES strings and cell line genomic features, predict the synergy score measuring deviation from expected non-interaction effect. (1) Drug 1: O=P1(N(CCCl)CCCl)NCCCO1. Drug 2: Cc1nc(Nc2ncc(C(=O)Nc3c(C)cccc3Cl)s2)cc(N2CCN(CCO)CC2)n1. Cell line: HCT116. Synergy scores: synergy=-28.0. (2) Drug 1: CN(C)C(=N)N=C(N)N. Drug 2: C#Cc1cccc(Nc2ncnc3cc(OCCOC)c(OCCOC)cc23)c1. Cell line: ZR751. Synergy scores: synergy=11.2.